From a dataset of Full USPTO retrosynthesis dataset with 1.9M reactions from patents (1976-2016). Predict the reactants needed to synthesize the given product. (1) Given the product [CH:24]([OH:26])=[O:25].[CH2:1]([C:5]1[CH:6]=[C:7]2[C:12](=[C:13]([O:15][CH:16]3[CH2:17][CH2:18][N:19]([CH2:38][CH2:37][CH2:36][S:33]([C:30]([CH3:32])([CH3:31])[CH3:29])(=[O:35])=[O:34])[CH2:20][CH2:21]3)[CH:14]=1)[N:11]=[CH:10][CH:9]=[CH:8]2)[CH2:2][CH2:3][CH3:4], predict the reactants needed to synthesize it. The reactants are: [CH2:1]([C:5]1[CH:6]=[C:7]2[C:12](=[C:13]([O:15][CH:16]3[CH2:21][CH2:20][NH:19][CH2:18][CH2:17]3)[CH:14]=1)[N:11]=[CH:10][CH:9]=[CH:8]2)[CH2:2][CH2:3][CH3:4].[I-].[Na+].[C:24](=O)([OH:26])[O-:25].[Na+].[CH3:29][C:30]([S:33]([CH2:36][CH2:37][CH2:38]Br)(=[O:35])=[O:34])([CH3:32])[CH3:31].CC(S(CCCCl)(=O)=O)(C)C. (2) Given the product [Cl:6][C:7]1[CH:14]=[C:13]([Cl:15])[CH:12]=[CH:11][C:8]=1[CH:9]=[C:2]([C:1]#[N:5])[C:3]#[N:4], predict the reactants needed to synthesize it. The reactants are: [C:1](#[N:5])[CH2:2][C:3]#[N:4].[Cl:6][C:7]1[CH:14]=[C:13]([Cl:15])[CH:12]=[CH:11][C:8]=1[CH:9]=O. (3) Given the product [OH:4][CH:5]1[CH2:10][CH2:9][N:8]([C:11]2[N:12]=[CH:13][C:14]([C:17]3[C:25]4[C:20](=[CH:21][C:22]([C@H:26]5[C@@:28]6([C:36]7[C:31](=[CH:32][CH:33]=[C:34]([O:37][CH3:38])[CH:35]=7)[NH:30][C:29]6=[O:39])[CH2:27]5)=[CH:23][CH:24]=4)[NH:19][N:18]=3)=[CH:15][CH:16]=2)[CH2:7][CH2:6]1, predict the reactants needed to synthesize it. The reactants are: C([O:4][CH:5]1[CH2:10][CH2:9][N:8]([C:11]2[CH:16]=[CH:15][C:14]([C:17]3[C:25]4[C:20](=[CH:21][C:22]([C@H:26]5[C@@:28]6([C:36]7[C:31](=[CH:32][CH:33]=[C:34]([O:37][CH3:38])[CH:35]=7)[NH:30][C:29]6=[O:39])[CH2:27]5)=[CH:23][CH:24]=4)[NH:19][N:18]=3)=[CH:13][N:12]=2)[CH2:7][CH2:6]1)(=O)C.[NH4+].[OH-]. (4) Given the product [N+:14]([C:17]1[CH:18]=[C:19]([C:20](=[O:23])[CH2:21][N:3]2[C:4](=[O:11])[C:5]3[C:10](=[CH:9][CH:8]=[CH:7][CH:6]=3)[N:1]=[CH:2]2)[CH:24]=[CH:25][CH:26]=1)([O-:16])=[O:15], predict the reactants needed to synthesize it. The reactants are: [N:1]1[C:10]2[C:5](=[CH:6][CH:7]=[CH:8][CH:9]=2)[C:4](=[O:11])[NH:3][CH:2]=1.[H-].[Na+].[N+:14]([C:17]1[CH:18]=[C:19]([CH:24]=[CH:25][CH:26]=1)[C:20](=[O:23])[CH2:21]Br)([O-:16])=[O:15]. (5) Given the product [Cl:14][N:3]1[C:4]([CH3:9])([CH3:8])[CH2:5][CH2:6][CH2:7][C:2]1([CH3:10])[CH3:1], predict the reactants needed to synthesize it. The reactants are: [CH3:1][C:2]1([CH3:10])[CH2:7][CH2:6][CH2:5][C:4]([CH3:9])([CH3:8])[NH:3]1.[OH-].[Ca+2].[OH-].[Cl:14]Cl. (6) The reactants are: [Cl-].[CH3:2][O:3]C[P+](C1C=CC=CC=1)(C1C=CC=CC=1)C1C=CC=CC=1.C[C:25](C)([O-:27])C.[K+].[CH3:30][C:31]1([CH3:42])[CH2:36][C:35](=O)[CH2:34][CH2:33][C@@H:32]1[C:38]([O:40][CH3:41])=[O:39].Cl. Given the product [CH:2]([C@@H:35]1[CH2:34][CH2:33][C@@H:32]([C:38]([O:40][CH3:41])=[O:39])[C:31]([CH3:42])([CH3:30])[CH2:36]1)=[O:3].[CH:25]([C@H:35]1[CH2:34][CH2:33][C@@H:32]([C:38]([O:40][CH3:41])=[O:39])[C:31]([CH3:42])([CH3:30])[CH2:36]1)=[O:27], predict the reactants needed to synthesize it.